From a dataset of Experimentally validated miRNA-target interactions with 360,000+ pairs, plus equal number of negative samples. Binary Classification. Given a miRNA mature sequence and a target amino acid sequence, predict their likelihood of interaction. (1) The miRNA is hsa-miR-29a-5p with sequence ACUGAUUUCUUUUGGUGUUCAG. The protein sequence of the target gene is MLKMLSFKLLLLAVALGFFEGDAKFGERNEGSGARRRRCLNGNPPKRLKRRDRRVMSQLELLSGGEILCGGFYPRVSCCLQSDSPGLGRLENKIFSATNNSECSRLLEEIQCAPCSPHSQSLFYTPERDVLDGDLALPLLCKDYCKEFFYTCRGHIPGLLQTTADEFCFYYARKDAGLCFPDFPRKQVRGPASNYLGQMEDYEKVGGISRKHKHNCLCVQEVMSGLRQPVSAVHSGDGSHRLFILEKEGYVKILTPEGELFKEPYLDIHKLVQSGIKGGDERGLLSLAFHPNYKKNGKLY.... Result: 0 (no interaction). (2) The miRNA is hsa-miR-3179 with sequence AGAAGGGGUGAAAUUUAAACGU. The protein sequence of the target gene is MESTPFNRRQWTSLSLRVTAKELSLVNKNKSSAIVEIFSKYQKAAEEANMERKKNNPESLPQHFRRGTLSVLKKKWENPVAGAEFHTDSLPNSSSEGGHTADYPPAEVTDKPAPGVRADREEHTQPKPRFGSRPEAVIQSRYPRSENSHDFKAQATESQKMENCLGDSRHEAEKPETSENTETSGKIEKYNVPLNRLKMMFEKGEHNQTKSLWTQSRNAGGRRLSENNCSLDDWEIGAGHLSSSAFNSEKNESKRNLELPRLSETSIKDRMAKYQAAVSKQSSPASYTNELKTSESKTHK.... Result: 0 (no interaction). (3) The miRNA is mmu-miR-877-3p with sequence UGUCCUCUUCUCCCUCCUCCCA. The protein sequence of the target gene is MAAGLDSWNSTINGTWEGDELGYKCRFNEDFKYVLLPVSYGVVCVLGLCLNVVALYIFLCRLKTWNASTTYMFHLAVSDSLYAASLPLLVYYYAQGDHWPFSTVLCKLVRFLFYTNLYCSILFLTCISVHRCLGVLRPLHSLSWGHARYARRVAAVVWVLVLACQAPVLYFVTTSVRGTRITCHDTSARELFSHFVAYSSVMLGLLFAVPFSIILVCYVLMARRLLKPAYGTTGLPRAKRKSVRTIALVLAVFALCFLPFHVTRTLYYSFRSLDLSCHTLNAINMAYKITRPLASANSCL.... Result: 0 (no interaction).